Dataset: Reaction yield outcomes from USPTO patents with 853,638 reactions. Task: Predict the reaction yield, written as a fraction of the theoretical maximum amount of product (1.0 means a 100% yield; for example, 0.34 means a 34% yield). (1) The reactants are Cl.N[C@H:3]1[CH2:7][O:6][CH2:5][C@@H:4]1[OH:8].C([N:11](CC)CC)C.[C:16](OC([O-])=O)([O:18][C:19]([CH3:22])([CH3:21])[CH3:20])=[O:17]. The catalyst is ClCCl.CCOCC. The product is [C:16]([C@H:3]1[CH2:7][O:6][CH:5]([NH2:11])[C@@H:4]1[OH:8])([O:18][C:19]([CH3:22])([CH3:21])[CH3:20])=[O:17]. The yield is 0.580. (2) The reactants are C(NC(C)C)(C)C.C([Li])CCC.[Cl:13][C:14]1[CH:15]=[N:16][CH:17]=[CH:18][CH:19]=1.[F:20][C:21]1[CH:28]=[CH:27][C:26]([F:29])=[CH:25][C:22]=1[CH:23]=[O:24].[Cl-].[NH4+]. The catalyst is C(OCC)(=O)C.O1CCCC1. The product is [Cl:13][C:14]1[CH:15]=[N:16][CH:17]=[CH:18][C:19]=1[CH:23]([C:22]1[CH:25]=[C:26]([F:29])[CH:27]=[CH:28][C:21]=1[F:20])[OH:24]. The yield is 0.520.